From a dataset of Full USPTO retrosynthesis dataset with 1.9M reactions from patents (1976-2016). Predict the reactants needed to synthesize the given product. Given the product [NH:18]1[C:19]2[C:24](=[CH:23][CH:22]=[CH:21][CH:20]=2)[C:16]([CH:15]=[CH:14][C:12]2[CH:13]=[C:8]([N:5]3[CH2:4][CH2:3][N:2]([CH3:1])[CH2:7][CH2:6]3)[CH:9]=[CH:10][C:11]=2[NH2:25])=[N:17]1, predict the reactants needed to synthesize it. The reactants are: [CH3:1][N:2]1[CH2:7][CH2:6][N:5]([C:8]2[CH:9]=[CH:10][C:11]([N+:25]([O-])=O)=[C:12]([CH:14]=[CH:15][C:16]3[C:24]4[C:19](=[CH:20][CH:21]=[CH:22][CH:23]=4)[NH:18][N:17]=3)[CH:13]=2)[CH2:4][CH2:3]1.[Sn].Cl.